This data is from Full USPTO retrosynthesis dataset with 1.9M reactions from patents (1976-2016). The task is: Predict the reactants needed to synthesize the given product. (1) Given the product [CH3:20][N:21]1[CH:25]2[CH2:24][CH2:23][CH:22]1[CH2:29][CH:27]([NH:18][CH2:17][C:16]([O:15][CH3:14])=[O:19])[CH2:26]2, predict the reactants needed to synthesize it. The reactants are: [BH4-].[Na+].C(C(CCCC)C(O)=O)C.Cl.[CH3:14][O:15][C:16](=[O:19])[CH2:17][NH2:18].[CH3:20][N:21]1[CH:25]2[CH2:26][C:27]([CH2:29][CH:22]1[CH2:23][CH2:24]2)=O. (2) Given the product [CH:22]([C:21]1[CH:24]=[CH:25][C:18]([O:17][CH2:16][CH2:15][N:1]2[C:9]3[C:4](=[CH:5][CH:6]=[C:7]([C:10]([O:12][CH3:13])=[O:11])[CH:8]=3)[CH:3]=[CH:2]2)=[CH:19][CH:20]=1)=[O:23], predict the reactants needed to synthesize it. The reactants are: [NH:1]1[C:9]2[C:4](=[CH:5][CH:6]=[C:7]([C:10]([O:12][CH3:13])=[O:11])[CH:8]=2)[CH:3]=[CH:2]1.Br[CH2:15][CH2:16][O:17][C:18]1[CH:25]=[CH:24][C:21]([CH:22]=[O:23])=[CH:20][CH:19]=1.